From a dataset of Tyrosyl-DNA phosphodiesterase HTS with 341,365 compounds. Binary Classification. Given a drug SMILES string, predict its activity (active/inactive) in a high-throughput screening assay against a specified biological target. (1) The molecule is Clc1cc(NC(=O)c2c3c(N4CCOCC4)nc(nc3oc2C)C)c(OC)cc1OC. The result is 0 (inactive). (2) The compound is S(=O)(=O)(c1c(cc(n(c1=O)CC(C)=C)C)C)c1cc(ccc1)C. The result is 0 (inactive). (3) The molecule is Clc1c(c2noc(c2c2nc(sc2)COc2ccccc2)C)ccc(Cl)c1. The result is 0 (inactive). (4) The result is 0 (inactive). The molecule is Clc1ccc(S(=O)(=O)N2C(CCCC2)C(=O)NC2CS(=O)(=O)CC2)cc1.